Dataset: Full USPTO retrosynthesis dataset with 1.9M reactions from patents (1976-2016). Task: Predict the reactants needed to synthesize the given product. (1) Given the product [CH3:1][O:2][C:3]1[CH:4]=[CH:5][C:6]2[N:10]3[CH2:11][C:12]4[C:17]([C:9]3=[C:8]([CH2:18][CH2:19][NH2:20])[C:7]=2[N:23]=1)=[CH:16][CH:15]=[CH:14][CH:13]=4, predict the reactants needed to synthesize it. The reactants are: [CH3:1][O:2][C:3]1[CH:4]=[CH:5][C:6]2[N:10]3[CH2:11][C:12]4[C:17]([C:9]3=[C:8]([CH2:18][CH2:19][N+:20]([O-])=O)[C:7]=2[N:23]=1)=[CH:16][CH:15]=[CH:14][CH:13]=4. (2) Given the product [C:29]1([CH:7]([C:1]2[CH:6]=[CH:5][CH:4]=[CH:3][CH:2]=2)[N:8]2[C:16]3[C:11](=[CH:12][CH:13]=[CH:14][CH:15]=3)[CH:10]([C:18]3[CH:23]=[C:22]([F:24])[C:21]([O:25][CH3:26])=[CH:20][C:19]=3[OH:27])[C:9]2=[O:28])[CH:30]=[CH:31][CH:32]=[CH:33][CH:34]=1, predict the reactants needed to synthesize it. The reactants are: [C:1]1([CH:7]([C:29]2[CH:34]=[CH:33][CH:32]=[CH:31][CH:30]=2)[N:8]2[C:16]3[C:11](=[CH:12][CH:13]=[CH:14][CH:15]=3)[C:10]([C:18]3[CH:23]=[C:22]([F:24])[C:21]([O:25][CH3:26])=[CH:20][C:19]=3[OH:27])(O)[C:9]2=[O:28])[CH:6]=[CH:5][CH:4]=[CH:3][CH:2]=1.C1(C(C2C=CC=CC=2)N2C3C(=CC=CC=3)C(O)(C3C=C(C)C(OC)=CC=3O)C2=O)C=CC=CC=1. (3) Given the product [C:36]([O:40][C:41](=[O:50])[NH:42][CH:43]1[CH2:44][CH2:45][CH:46]([NH:49][C:19](=[O:20])[C:18]2[CH:22]=[C:23]([O:25][C:26]3[CH:27]=[CH:28][C:29]([C:32]#[N:33])=[CH:30][CH:31]=3)[CH:24]=[C:16]([O:15][CH2:14][C:13]3[CH:12]=[CH:11][C:10]([CH2:9][NH:8][C:6]([O:5][C:1]([CH3:3])([CH3:2])[CH3:4])=[O:7])=[CH:35][CH:34]=3)[CH:17]=2)[CH2:47][CH2:48]1)([CH3:39])([CH3:37])[CH3:38], predict the reactants needed to synthesize it. The reactants are: [C:1]([O:5][C:6]([NH:8][CH2:9][C:10]1[CH:35]=[CH:34][C:13]([CH2:14][O:15][C:16]2[CH:17]=[C:18]([CH:22]=[C:23]([O:25][C:26]3[CH:31]=[CH:30][C:29]([C:32]#[N:33])=[CH:28][CH:27]=3)[CH:24]=2)[C:19](O)=[O:20])=[CH:12][CH:11]=1)=[O:7])([CH3:4])([CH3:3])[CH3:2].[C:36]([O:40][C:41](=[O:50])[NH:42][CH:43]1[CH2:48][CH2:47][CH:46]([NH2:49])[CH2:45][CH2:44]1)([CH3:39])([CH3:38])[CH3:37]. (4) Given the product [C:1]([N:4]1[C:13]2[C:8](=[CH:9][C:10]([C:14]([NH2:30])=[O:16])=[CH:11][CH:12]=2)[CH:7]([NH:17][C:18]2[CH:23]=[CH:22][C:21]([C:24]3[S:28][N:27]=[N:26][CH:25]=3)=[CH:20][CH:19]=2)[CH2:6][CH:5]1[CH3:29])(=[O:3])[CH3:2], predict the reactants needed to synthesize it. The reactants are: [C:1]([N:4]1[C:13]2[C:8](=[CH:9][C:10]([C:14]([OH:16])=O)=[CH:11][CH:12]=2)[C@H:7]([NH:17][C:18]2[CH:23]=[CH:22][C:21]([C:24]3[S:28][N:27]=[N:26][CH:25]=3)=[CH:20][CH:19]=2)[CH2:6][C@@H:5]1[CH3:29])(=[O:3])[CH3:2].[NH3:30].